This data is from Retrosynthesis with 50K atom-mapped reactions and 10 reaction types from USPTO. The task is: Predict the reactants needed to synthesize the given product. (1) Given the product Nc1c(F)c(NCCNc2ccccn2)cc2c1c(=O)c(C(=O)O)cn2CCc1ccccc1, predict the reactants needed to synthesize it. The reactants are: NCCNc1ccccn1.Nc1c(F)c(F)cc2c1c(=O)c(C(=O)O)cn2CCc1ccccc1. (2) The reactants are: Cc1cc(N2CCN(CCCCN)CC2)nc(C(C)(C)C)n1.O=C(O)c1cn2ccccc2n1. Given the product Cc1cc(N2CCN(CCCCNC(=O)c3cn4ccccc4n3)CC2)nc(C(C)(C)C)n1, predict the reactants needed to synthesize it. (3) Given the product O=C(O)CCCCCc1cccc2cncn12, predict the reactants needed to synthesize it. The reactants are: O=C(O)C=CCCCc1cccc2cncn12. (4) Given the product CC1CCCN1CCCOc1ccc(-c2nc(CN3CCC[C@H]3CN3CCOCC3)co2)cc1, predict the reactants needed to synthesize it. The reactants are: CC1CCCN1CCCOc1ccc(-c2nc(CN3C(=O)CC[C@H]3CN3CCOCC3)co2)cc1.